Dataset: NCI-60 drug combinations with 297,098 pairs across 59 cell lines. Task: Regression. Given two drug SMILES strings and cell line genomic features, predict the synergy score measuring deviation from expected non-interaction effect. (1) Drug 1: C1CCN(CC1)CCOC2=CC=C(C=C2)C(=O)C3=C(SC4=C3C=CC(=C4)O)C5=CC=C(C=C5)O. Drug 2: COCCOC1=C(C=C2C(=C1)C(=NC=N2)NC3=CC=CC(=C3)C#C)OCCOC.Cl. Cell line: EKVX. Synergy scores: CSS=10.7, Synergy_ZIP=-5.68, Synergy_Bliss=-1.59, Synergy_Loewe=-4.42, Synergy_HSA=-2.09. (2) Drug 1: C1CN1P(=S)(N2CC2)N3CC3. Drug 2: CCN(CC)CCCC(C)NC1=C2C=C(C=CC2=NC3=C1C=CC(=C3)Cl)OC. Cell line: NCI/ADR-RES. Synergy scores: CSS=21.0, Synergy_ZIP=-7.39, Synergy_Bliss=-1.96, Synergy_Loewe=-9.05, Synergy_HSA=-0.392. (3) Drug 1: COC1=C(C=C2C(=C1)N=CN=C2NC3=CC(=C(C=C3)F)Cl)OCCCN4CCOCC4. Drug 2: CCCCC(=O)OCC(=O)C1(CC(C2=C(C1)C(=C3C(=C2O)C(=O)C4=C(C3=O)C=CC=C4OC)O)OC5CC(C(C(O5)C)O)NC(=O)C(F)(F)F)O. Cell line: UO-31. Synergy scores: CSS=28.7, Synergy_ZIP=-4.38, Synergy_Bliss=-4.55, Synergy_Loewe=0.242, Synergy_HSA=0.367. (4) Cell line: NCI-H522. Drug 1: C1=NC2=C(N=C(N=C2N1C3C(C(C(O3)CO)O)O)F)N. Drug 2: C1=CC=C(C=C1)NC(=O)CCCCCCC(=O)NO. Synergy scores: CSS=20.1, Synergy_ZIP=-6.01, Synergy_Bliss=3.06, Synergy_Loewe=-5.86, Synergy_HSA=0.225. (5) Drug 1: C1=CC(=CC=C1CC(C(=O)O)N)N(CCCl)CCCl.Cl. Drug 2: C1CN(P(=O)(OC1)NCCCl)CCCl. Cell line: U251. Synergy scores: CSS=27.3, Synergy_ZIP=-6.78, Synergy_Bliss=-1.30, Synergy_Loewe=-19.5, Synergy_HSA=-1.63. (6) Drug 1: CC1=C(C(CCC1)(C)C)C=CC(=CC=CC(=CC(=O)O)C)C. Drug 2: C1CCC(C(C1)N)N.C(=O)(C(=O)[O-])[O-].[Pt+4]. Cell line: U251. Synergy scores: CSS=4.74, Synergy_ZIP=-3.81, Synergy_Bliss=0.515, Synergy_Loewe=-10.6, Synergy_HSA=-0.0369.